The task is: Predict the product of the given reaction.. This data is from Forward reaction prediction with 1.9M reactions from USPTO patents (1976-2016). (1) Given the reactants [Cl:1][C:2]1[CH:7]=[CH:6][C:5]([CH:8]([C:20]2[S:21][CH:22]=[CH:23][N:24]=2)[C:9]2[CH:10]=[C:11]3[C:16](=[CH:17][CH:18]=2)[N:15]=[CH:14][CH:13]=[C:12]3O)=[CH:4][CH:3]=1.P(Br)(Br)[Br:26], predict the reaction product. The product is: [Br:26][C:12]1[C:11]2[C:16](=[CH:17][CH:18]=[C:9]([CH:8]([C:5]3[CH:6]=[CH:7][C:2]([Cl:1])=[CH:3][CH:4]=3)[C:20]3[S:21][CH:22]=[CH:23][N:24]=3)[CH:10]=2)[N:15]=[CH:14][CH:13]=1. (2) Given the reactants [CH2:1]([C:8]1[N:12]=[C:11]([C@H:13]2[CH2:17][CH2:16][C@H:15]([NH:18]C(=O)OC(C)(C)C)[CH2:14]2)[O:10][N:9]=1)[C:2]1[CH:7]=[CH:6][CH:5]=[CH:4][CH:3]=1.FC(F)(F)C(O)=O, predict the reaction product. The product is: [CH2:1]([C:8]1[N:12]=[C:11]([C@H:13]2[CH2:17][CH2:16][C@H:15]([NH2:18])[CH2:14]2)[O:10][N:9]=1)[C:2]1[CH:7]=[CH:6][CH:5]=[CH:4][CH:3]=1. (3) Given the reactants [CH2:1]1[S:5][C@@H:4]([CH2:6][CH2:7][CH2:8][CH2:9][C:10]([OH:12])=[O:11])[C@H:3]2[NH:13][C:14]([NH:16][C@@H:2]12)=[O:15].C(N(C(C)C)CC)(C)C.CN(C(O[N:34]1[N:42]=[N:41]C2C=CC=NC1=2)=[N+](C)C)C.F[P-](F)(F)(F)(F)F.N(CCCN)=[N+]=[N-], predict the reaction product. The product is: [N-:41]=[N+:42]=[N-:34].[OH:12][C:10]([CH2:9][CH2:8][CH2:7][CH2:6][C@H:4]1[C@@H:3]2[C@@H:2]([NH:16][C:14]([NH:13]2)=[O:15])[CH2:1][S:5]1)=[O:11]. (4) Given the reactants Br[C:2]1[CH:7]=[CH:6][C:5]([N+:8]([O-:10])=[O:9])=[C:4]([O:11][C:12]([CH3:15])([CH3:14])[CH3:13])[CH:3]=1.Cl.[F:17][C:18]1(F)[C:22](F)([F:23])[CH2:21][NH:20][CH2:19]1.CC1(C)C2C(=C(P(C3C=CC=CC=3)C3C=CC=CC=3)C=CC=2)OC2C(P(C3C=CC=CC=3)C3C=CC=CC=3)=CC=CC1=2.CC(C)([O-])C.[Na+], predict the reaction product. The product is: [C:12]([O:11][C:4]1[CH:3]=[C:2]([N:20]2[CH:21]=[C:22]([F:23])[C:18]([F:17])=[CH:19]2)[CH:7]=[CH:6][C:5]=1[N+:8]([O-:10])=[O:9])([CH3:15])([CH3:14])[CH3:13]. (5) Given the reactants [Cl:1][CH2:2][CH2:3][CH2:4][C:5](Cl)=[O:6].C(N(CC)CC)C.[CH3:15][C@@:16]12[C@H:26]3[C@@H:27]([OH:40])[CH2:28][C@:29]4([CH3:39])[C@@:33]([OH:38])([C:34]([CH2:36][OH:37])=[O:35])[CH2:32][CH2:31][C@H:30]4[C@@H:25]3[CH2:24][CH2:23][C:22]1=[CH:21][C:19](=[O:20])[CH2:18][CH2:17]2, predict the reaction product. The product is: [CH3:15][C@@:16]12[C@H:26]3[C@@H:27]([OH:40])[CH2:28][C@:29]4([CH3:39])[C@@:33]([OH:38])([C:34]([CH2:36][OH:37])=[O:35])[CH2:32][CH2:31][C@H:30]4[C@@H:25]3[CH2:24][CH2:23][C:22]1=[CH:21][C:19](=[O:20])[CH2:18][CH2:17]2.[Cl:1][CH2:2][CH2:3][CH2:4][C:5]([O-:6])=[O:20]. (6) Given the reactants [CH3:1][CH:2]([CH3:11])[CH2:3][C:4](=[O:10])[CH2:5][C:6]([O:8][CH3:9])=[O:7].C1(C(C(=[CH:23][N:24]([CH3:26])[CH3:25])C(OCC)=O)=O)CC1, predict the reaction product. The product is: [CH3:23][N:24](/[CH:26]=[C:5](/[C:4](=[O:10])[CH2:3][CH:2]([CH3:11])[CH3:1])\[C:6]([O:8][CH3:9])=[O:7])[CH3:25]. (7) The product is: [Br:22][C:23]1[CH:28]=[CH:27][CH:26]=[CH:25][C:24]=1[S:29][CH2:9][CH2:10][N:11]1[CH2:16][CH2:15][O:14][CH2:13][CH2:12]1. Given the reactants C(=O)([O-])[O-].[K+].[K+].Cl.Cl[CH2:9][CH2:10][N:11]1[CH2:16][CH2:15][O:14][CH2:13][CH2:12]1.CN(C)C=O.[Br:22][C:23]1[CH:28]=[CH:27][CH:26]=[CH:25][C:24]=1[SH:29], predict the reaction product.